Dataset: Full USPTO retrosynthesis dataset with 1.9M reactions from patents (1976-2016). Task: Predict the reactants needed to synthesize the given product. (1) Given the product [F:1][C:2]1[C:11]([CH3:12])=[CH:10][CH:9]=[C:8]([C:13]2[CH:18]=[CH:17][CH:16]=[CH:15][N:14]=2)[C:3]=1[C:4]([OH:6])=[O:5], predict the reactants needed to synthesize it. The reactants are: [F:1][C:2]1[C:11]([CH3:12])=[CH:10][CH:9]=[C:8]([C:13]2[CH:18]=[CH:17][CH:16]=[CH:15][N:14]=2)[C:3]=1[C:4]([O:6]C)=[O:5].[OH-].[Na+]. (2) The reactants are: [N+:1]([C:4]1[CH:5]=[CH:6][C:7]([O:11][C:12]([F:15])([F:14])[F:13])=[C:8]([CH:10]=1)[NH2:9])([O-:3])=[O:2].N1C=CC=CC=1.[Cl:22][CH2:23][C:24](Cl)=[O:25]. Given the product [Cl:22][CH2:23][C:24]([NH:9][C:8]1[CH:10]=[C:4]([N+:1]([O-:3])=[O:2])[CH:5]=[CH:6][C:7]=1[O:11][C:12]([F:13])([F:14])[F:15])=[O:25], predict the reactants needed to synthesize it. (3) Given the product [NH:1]1[C:5]2[CH:6]=[CH:7][C:8]([C:10]3[O:11][C:12]4[C:17]([C:18](=[O:20])[CH:19]=3)=[CH:16][CH:15]=[C:14]([OH:21])[C:13]=4[OH:23])=[CH:9][C:4]=2[N:3]=[CH:2]1.[NH:30]1[C:34]2[CH:35]=[CH:36][C:37]([C:39]3[O:40][C:41]4[C:46]([C:47](=[O:49])[CH:48]=3)=[CH:45][CH:44]=[C:43]([O:50][CH3:51])[C:42]=4[OH:52])=[CH:38][C:33]=2[N:32]=[CH:31]1, predict the reactants needed to synthesize it. The reactants are: [NH:1]1[C:5]2[CH:6]=[CH:7][C:8]([C:10]3[O:11][C:12]4[C:17]([C:18](=[O:20])[CH:19]=3)=[CH:16][CH:15]=[C:14]([O:21]C)[C:13]=4[O:23]C)=[CH:9][C:4]=2[N:3]=[CH:2]1.C(=O)(O)[O-].[Na+].[NH:30]1[C:34]2[CH:35]=[CH:36][C:37]([C:39]3[O:40][C:41]4[C:46]([C:47](=[O:49])[CH:48]=3)=[CH:45][CH:44]=[C:43]([O:50][CH3:51])[C:42]=4[OH:52])=[CH:38][C:33]=2[N:32]=[CH:31]1. (4) Given the product [CH3:1][O:2][C:3]([C:4]1[N:22]=[C:21]([C:18]2[NH:19][C:20]3[C:16]([CH:17]=2)=[CH:15][CH:14]=[CH:13][C:12]=3[N+:9]([O-:11])=[O:10])[S:23][CH:5]=1)=[O:8], predict the reactants needed to synthesize it. The reactants are: [CH3:1][O:2][C:3](=[O:8])[C:4](=O)[CH2:5]Cl.[N+:9]([C:12]1[CH:13]=[CH:14][CH:15]=[C:16]2[C:20]=1[NH:19][C:18]([C:21](=[S:23])[NH2:22])=[CH:17]2)([O-:11])=[O:10]. (5) Given the product [Cl:16][C:17]1[CH:22]=[CH:21][C:20]([C:2]2[CH:3]=[C:4]3[C:9](=[CH:10][CH:11]=2)[N:8]=[CH:7][C:6]([C:12]([O:14][CH3:15])=[O:13])=[CH:5]3)=[CH:19][CH:18]=1, predict the reactants needed to synthesize it. The reactants are: Br[C:2]1[CH:3]=[C:4]2[C:9](=[CH:10][CH:11]=1)[N:8]=[CH:7][C:6]([C:12]([O:14][CH3:15])=[O:13])=[CH:5]2.[Cl:16][C:17]1[CH:22]=[CH:21][C:20](B(O)O)=[CH:19][CH:18]=1.C(=O)([O-])[O-].[Na+].[Na+].O1CCOCC1. (6) The reactants are: [F:1][C:2]1[CH:7]=[CH:6][CH:5]=[CH:4][C:3]=1[C:8]1[NH:16][C:11]2=[CH:12][N:13]=[CH:14][CH:15]=[C:10]2[CH:9]=1.[OH-:17].[Na+].[F:19][C:20]([F:31])([F:30])[O:21][C:22]1[CH:29]=[CH:28][C:25]([CH2:26]Cl)=[CH:24][CH:23]=1.CN([CH:35]=[O:36])C. Given the product [F:31][C:20]([F:19])([F:30])[C:35]([O-:36])=[O:17].[F:1][C:2]1[CH:7]=[CH:6][CH:5]=[CH:4][C:3]=1[C:8]1[CH:9]=[C:10]2[CH:15]=[CH:14][N:13]([CH2:26][C:25]3[CH:28]=[CH:29][C:22]([O:21][C:20]([F:19])([F:30])[F:31])=[CH:23][CH:24]=3)[CH:12]=[C:11]2[NH+:16]=1, predict the reactants needed to synthesize it. (7) The reactants are: [N:1]([CH2:4][C@H:5]1[CH2:10][CH2:9][CH2:8][CH2:7][C@@H:6]1[NH:11][CH:12]1[CH2:17][CH2:16][N:15]([CH:18]2[CH2:23][CH2:22][N:21]([C:24]([O:26][C:27]([CH3:30])([CH3:29])[CH3:28])=[O:25])[CH2:20][CH2:19]2)[CH2:14][CH2:13]1)=[N+]=[N-].[NH4+].[Cl-]. Given the product [NH2:1][CH2:4][C@H:5]1[CH2:10][CH2:9][CH2:8][CH2:7][C@@H:6]1[NH:11][CH:12]1[CH2:13][CH2:14][N:15]([CH:18]2[CH2:23][CH2:22][N:21]([C:24]([O:26][C:27]([CH3:30])([CH3:29])[CH3:28])=[O:25])[CH2:20][CH2:19]2)[CH2:16][CH2:17]1, predict the reactants needed to synthesize it. (8) Given the product [Br:12][C:9]1[CH:10]=[CH:11][C:2]([NH:1][C:21](=[O:22])[CH2:20][O:19][C:18]2[CH:24]=[CH:25][C:15]([C:13]#[N:14])=[CH:16][CH:17]=2)=[C:3]([CH:8]=1)[C:4]([O:6][CH3:7])=[O:5], predict the reactants needed to synthesize it. The reactants are: [NH2:1][C:2]1[CH:11]=[CH:10][C:9]([Br:12])=[CH:8][C:3]=1[C:4]([O:6][CH3:7])=[O:5].[C:13]([C:15]1[CH:25]=[CH:24][C:18]([O:19][CH2:20][C:21](Cl)=[O:22])=[CH:17][CH:16]=1)#[N:14].C(N(CC)CC)C. (9) Given the product [CH:6]([O:5][C@H:4]([CH2:8][CH2:9][C:10]1[CH:15]=[CH:14][CH:13]=[CH:12][CH:11]=1)[C@H:3]([CH2:16][CH2:17][N:18]1[C:23](=[O:24])[C:22]2[CH:25]=[CH:26][CH:27]=[CH:28][C:21]=2[N:20]=[N:19]1)[C:2]([OH:1])=[O:29])=[O:7], predict the reactants needed to synthesize it. The reactants are: [OH:1][C@@H:2]1[C@H:6]([OH:7])[O:5][C@H:4]([CH2:8][CH2:9][C:10]2[CH:15]=[CH:14][CH:13]=[CH:12][CH:11]=2)[C@@H:3]1[CH2:16][CH2:17][N:18]1[C:23](=[O:24])[C:22]2[CH:25]=[CH:26][CH:27]=[CH:28][C:21]=2[N:20]=[N:19]1.[O:29]1CCCC1.I([O-])(=O)(=O)=O.[Na+].[Mn]([O-])(=O)(=O)=O.[K+].